From a dataset of Reaction yield outcomes from USPTO patents with 853,638 reactions. Predict the reaction yield, written as a fraction of the theoretical maximum amount of product (1.0 means a 100% yield; for example, 0.34 means a 34% yield). (1) The yield is 0.920. The reactants are Cl[C:2]1[C:7]([C:8]([O:10][CH2:11][CH3:12])=[O:9])=[CH:6][N:5]=[C:4]([S:13][CH3:14])[N:3]=1.[CH3:15][C:16]1[CH:17]=[C:18]([CH:21]=[CH:22][C:23]=1[O:24][CH3:25])[CH2:19][NH2:20].C(N(CC)CC)C. The product is [CH3:25][O:24][C:23]1[CH:22]=[CH:21][C:18]([CH2:19][NH:20][C:2]2[C:7]([C:8]([O:10][CH2:11][CH3:12])=[O:9])=[CH:6][N:5]=[C:4]([S:13][CH3:14])[N:3]=2)=[CH:17][C:16]=1[CH3:15]. The catalyst is ClCCl. (2) The reactants are [C:1]([O:5][C:6]([NH:8][C@@H:9]([CH2:14][C:15]1[CH:20]=[CH:19][CH:18]=[CH:17][CH:16]=1)[C:10](=[O:13])[CH2:11][Cl:12])=[O:7])([CH3:4])([CH3:3])[CH3:2].C1(C)C=CC=CC=1.[BH4-].[Na+]. The catalyst is C(O)C. The yield is 0.830. The product is [C:1]([O:5][C:6]([NH:8][C@@H:9]([CH2:14][C:15]1[CH:16]=[CH:17][CH:18]=[CH:19][CH:20]=1)[C@H:10]([OH:13])[CH2:11][Cl:12])=[O:7])([CH3:4])([CH3:2])[CH3:3]. (3) The reactants are [Cl:1][S:2]([OH:5])(=O)=[O:3].[F:6][C:7]([F:23])([F:22])[C:8]([N:10]1[CH2:15][CH2:14][CH:13]([C:16]2[CH:21]=[CH:20][CH:19]=[CH:18][CH:17]=2)[CH2:12][CH2:11]1)=[O:9]. The catalyst is CCOC(C)=O. The product is [F:23][C:7]([F:6])([F:22])[C:8]([N:10]1[CH2:15][CH2:14][CH:13]([C:16]2[CH:21]=[CH:20][C:19]([S:2]([Cl:1])(=[O:5])=[O:3])=[CH:18][CH:17]=2)[CH2:12][CH2:11]1)=[O:9]. The yield is 0.940. (4) The reactants are [C:1]1(B(O)O)[C:14]2[C:15]3=[C:16]4[C:11](=[CH:12][CH:13]=2)[CH:10]=[CH:9][CH:8]=[C:7]4[CH:6]=[CH:5][C:4]3=[CH:3][CH:2]=1.[Br:20][C:21]1[CH:22]=[C:23](I)[CH:24]=[CH:25][CH:26]=1.C(=O)([O-])[O-].[Na+].[Na+]. The catalyst is C1C=CC([P]([Pd]([P](C2C=CC=CC=2)(C2C=CC=CC=2)C2C=CC=CC=2)([P](C2C=CC=CC=2)(C2C=CC=CC=2)C2C=CC=CC=2)[P](C2C=CC=CC=2)(C2C=CC=CC=2)C2C=CC=CC=2)(C2C=CC=CC=2)C2C=CC=CC=2)=CC=1.C1(C)C=CC=CC=1. The product is [C:1]1([C:25]2[CH:26]=[C:21]([Br:20])[CH:22]=[CH:23][CH:24]=2)[C:14]2[C:15]3=[C:16]4[C:11](=[CH:12][CH:13]=2)[CH:10]=[CH:9][CH:8]=[C:7]4[CH:6]=[CH:5][C:4]3=[CH:3][CH:2]=1. The yield is 0.790. (5) The product is [N+:20]([C:19]1[CH:18]=[CH:17][C:4]([CH2:5][O:6][Si:7]([CH:14]([CH3:16])[CH3:15])([CH:11]([CH3:13])[CH3:12])[CH:8]([CH3:10])[CH3:9])=[CH:3][C:2]=1[NH:32][C@@H:33]1[CH2:34][CH2:35][C@H:36]([C:39]([O:41][CH3:42])=[O:40])[CH2:37][CH2:38]1)([O-:22])=[O:21]. The yield is 0.392. No catalyst specified. The reactants are F[C:2]1[CH:3]=[C:4]([CH:17]=[CH:18][C:19]=1[N+:20]([O-:22])=[O:21])[CH2:5][O:6][Si:7]([CH:14]([CH3:16])[CH3:15])([CH:11]([CH3:13])[CH3:12])[CH:8]([CH3:10])[CH3:9].[N+](C1C=NC=CC=1[NH:32][C@@H:33]1[CH2:38][CH2:37][C@H:36]([C:39]([O:41][CH3:42])=[O:40])[CH2:35][CH2:34]1)([O-])=O. (6) The reactants are [C:14]1(P([C:14]2[CH:19]=[CH:18][CH:17]=[CH:16][CH:15]=2)[C:14]2[CH:19]=[CH:18][CH:17]=[CH:16][CH:15]=2)[CH:19]=[CH:18][CH:17]=[CH:16][CH:15]=1.CCCBr.CC(C)([O-])C.[K+].[Cl:30][CH2:31][CH2:32][CH2:33][CH2:34]C#CC=O. The catalyst is O1CCCC1.CN(C)C(=O)C. The product is [CH2:31]([Cl:30])[CH2:32][CH2:33][CH2:34][C:15]#[C:16]/[CH:17]=[CH:18]\[CH2:19][CH3:14]. The yield is 0.751. (7) The reactants are [Br:1][C:2]1[CH:7]=[CH:6][C:5]([C@H:8]([NH:13][C@@H:14]([CH2:18][CH:19]([CH3:21])[CH3:20])[C:15]([OH:17])=[O:16])[C:9]([F:12])([F:11])[F:10])=[CH:4][CH:3]=1.S(=O)(=O)(O)O.[CH:27](O)([CH3:29])[CH3:28]. No catalyst specified. The product is [CH:27]([O:16][C:15](=[O:17])[C@@H:14]([NH:13][C@@H:8]([C:5]1[CH:4]=[CH:3][C:2]([Br:1])=[CH:7][CH:6]=1)[C:9]([F:12])([F:11])[F:10])[CH2:18][CH:19]([CH3:21])[CH3:20])([CH3:29])[CH3:28]. The yield is 0.880. (8) The reactants are Br[C:2]1[CH:3]=[C:4]([NH:10][C:11]2[CH:16]=[N:15][C:14]([N:17]3[CH2:22][CH2:21][N:20]([CH:23]4[CH2:26][O:25][CH2:24]4)[CH2:19][CH2:18]3)=[CH:13][N:12]=2)[C:5](=[O:9])[N:6]([CH3:8])[CH:7]=1.[C:27]([O:30][CH2:31][C:32]1[C:33]([N:47]2[CH2:59][CH2:58][N:50]3[C:51]4[CH2:52][CH2:53][CH2:54][CH2:55][C:56]=4[CH:57]=[C:49]3[C:48]2=[O:60])=[N:34][CH:35]=[CH:36][C:37]=1B1OC(C)(C)C(C)(C)O1)(=[O:29])[CH3:28].C([O-])(=O)C.[Na+].[O-]P([O-])([O-])=O.[K+].[K+].[K+]. The catalyst is C1C=CC(P(C2C=CC=CC=2)[C-]2C=CC=C2)=CC=1.C1C=CC(P(C2C=CC=CC=2)[C-]2C=CC=C2)=CC=1.Cl[Pd]Cl.[Fe+2].O.C(#N)C. The product is [C:27]([O:30][CH2:31][C:32]1[C:33]([N:47]2[CH2:59][CH2:58][N:50]3[C:51]4[CH2:52][CH2:53][CH2:54][CH2:55][C:56]=4[CH:57]=[C:49]3[C:48]2=[O:60])=[N:34][CH:35]=[CH:36][C:37]=1[C:2]1[CH:3]=[C:4]([NH:10][C:11]2[CH:16]=[N:15][C:14]([N:17]3[CH2:22][CH2:21][N:20]([CH:23]4[CH2:26][O:25][CH2:24]4)[CH2:19][CH2:18]3)=[CH:13][N:12]=2)[C:5](=[O:9])[N:6]([CH3:8])[CH:7]=1)(=[O:29])[CH3:28]. The yield is 0.340. (9) The reactants are [NH2:1][C:2]1[CH:7]=[CH:6][CH:5]=[CH:4][N:3]=1.[H-].[Na+].[Cl:10][C:11]1[C:16]([N+:17]([O-:19])=[O:18])=[C:15](Cl)[CH:14]=[C:13]([CH3:21])[N:12]=1.[NH4+].[Cl-]. The catalyst is C1COCC1. The product is [Cl:10][C:11]1[C:16]([N+:17]([O-:19])=[O:18])=[C:15]([NH:1][C:2]2[CH:7]=[CH:6][CH:5]=[CH:4][N:3]=2)[CH:14]=[C:13]([CH3:21])[N:12]=1. The yield is 0.370.